Dataset: Forward reaction prediction with 1.9M reactions from USPTO patents (1976-2016). Task: Predict the product of the given reaction. (1) Given the reactants [CH3:1][O:2][C:3](=[O:27])[C:4]1[CH:9]=[C:8]([F:10])[C:7]([CH2:11][NH:12][CH:13]=[O:14])=[N:6][C:5]=1[NH:15][C:16]1[CH:21]=[CH:20][C:19]([Si](C)(C)C)=[CH:18][C:17]=1[F:26].[I:28]Cl, predict the reaction product. The product is: [CH3:1][O:2][C:3](=[O:27])[C:4]1[CH:9]=[C:8]([F:10])[C:7]([CH2:11][NH:12][CH:13]=[O:14])=[N:6][C:5]=1[NH:15][C:16]1[CH:21]=[CH:20][C:19]([I:28])=[CH:18][C:17]=1[F:26]. (2) Given the reactants Cl[C:2]1[C:11]2[C:6](=[CH:7][CH:8]=[C:9]([C:12]([N:14]3[CH2:17][C:16]([F:19])([F:18])[CH2:15]3)=[O:13])[CH:10]=2)[CH:5]=[N:4][CH:3]=1.[CH3:20][N:21]1[C:29]2[C:24](=[CH:25][C:26](B3OC(C)(C)C(C)(C)O3)=[CH:27][CH:28]=2)[CH2:23][C:22]1=[O:39].CC([O-])=O.[K+].O, predict the reaction product. The product is: [F:18][C:16]1([F:19])[CH2:17][N:14]([C:12]([C:9]2[CH:10]=[C:11]3[C:6](=[CH:7][CH:8]=2)[CH:5]=[N:4][CH:3]=[C:2]3[C:26]2[CH:25]=[C:24]3[C:29](=[CH:28][CH:27]=2)[N:21]([CH3:20])[C:22](=[O:39])[CH2:23]3)=[O:13])[CH2:15]1. (3) The product is: [C:1]([O:5][C:6]([N:7]([CH3:8])[C:9]1[CH:14]=[CH:13][C:12]([C:15]2[CH:24]=[N:23][C:22]3[C:17]([N:16]=2)=[CH:18][C:19]([O:25][CH2:26][CH2:27][O:28][S:36]([C:33]2[CH:34]=[CH:35][C:30]([CH3:40])=[CH:31][CH:32]=2)(=[O:38])=[O:37])=[CH:20][CH:21]=3)=[CH:11][CH:10]=1)=[O:29])([CH3:3])([CH3:2])[CH3:4]. Given the reactants [C:1]([O:5][C:6](=[O:29])[N:7]([C:9]1[CH:14]=[CH:13][C:12]([C:15]2[CH:24]=[N:23][C:22]3[C:17](=[CH:18][C:19]([O:25][CH2:26][CH2:27][OH:28])=[CH:20][CH:21]=3)[N:16]=2)=[CH:11][CH:10]=1)[CH3:8])([CH3:4])([CH3:3])[CH3:2].[C:30]1([CH3:40])[CH:35]=[CH:34][C:33]([S:36](Cl)(=[O:38])=[O:37])=[CH:32][CH:31]=1, predict the reaction product. (4) Given the reactants [C:1]([NH:4][C:5]1[CH:17]=[CH:16][C:8]2[S:9][C:10]([C:12]([O:14]C)=[O:13])=[CH:11][C:7]=2[CH:6]=1)(=[O:3])[CH3:2].O.[OH-].[Li+].O, predict the reaction product. The product is: [C:1]([NH:4][C:5]1[CH:17]=[CH:16][C:8]2[S:9][C:10]([C:12]([OH:14])=[O:13])=[CH:11][C:7]=2[CH:6]=1)(=[O:3])[CH3:2].